From a dataset of Full USPTO retrosynthesis dataset with 1.9M reactions from patents (1976-2016). Predict the reactants needed to synthesize the given product. (1) Given the product [C:10]([CH2:9][CH2:8][O:7][C:1](=[O:6])[C:2](=[CH:22][C:20]1[CH:19]=[CH:18][C:17]2[O:12][CH2:13][CH2:14][O:15][C:16]=2[CH:21]=1)[C:3](=[O:4])[CH3:5])#[N:11], predict the reactants needed to synthesize it. The reactants are: [C:1]([O:7][CH2:8][CH2:9][C:10]#[N:11])(=[O:6])[CH2:2][C:3]([CH3:5])=[O:4].[O:12]1[C:17]2[CH:18]=[CH:19][C:20]([CH:22]=O)=[CH:21][C:16]=2[O:15][CH2:14][CH2:13]1.N1CCCCC1.C(O)(=O)C. (2) Given the product [CH3:35][C:10]1[CH:9]=[C:8]([NH:7][C:5](=[O:6])[C:4]([O:3][CH2:1][CH3:2])=[O:36])[CH:33]=[C:32]([CH3:34])[C:11]=1[O:12][C:13]1[CH:14]=[C:15]2[C:19](=[CH:20][CH:21]=1)[NH:18][N:17]=[C:16]2[CH2:29][CH2:31][CH3:38], predict the reactants needed to synthesize it. The reactants are: [CH2:1]([O:3][C:4](=[O:36])[C:5]([NH:7][C:8]1[CH:33]=[C:32]([CH3:34])[C:11]([O:12][C:13]2[CH:14]=[C:15]3[C:19](=[CH:20][CH:21]=2)[N:18](C(=O)C(OCC)=O)[N:17]=[C:16]3[CH:29]([CH3:31])C)=[C:10]([CH3:35])[CH:9]=1)=[O:6])[CH3:2].[O-][CH2:38]C.[Na+].[Cl-].[NH4+]. (3) Given the product [CH3:27][S:28][C:2]1[N:7]=[CH:6][N:5]=[C:4]([N:8]2[CH2:13][CH2:12][CH:11]([CH:14]3[CH2:19][CH2:18][N:17]([C:20]([O:22][C:23]([CH3:26])([CH3:25])[CH3:24])=[O:21])[CH2:16][CH2:15]3)[CH2:10][CH2:9]2)[CH:3]=1, predict the reactants needed to synthesize it. The reactants are: Cl[C:2]1[N:7]=[CH:6][N:5]=[C:4]([N:8]2[CH2:13][CH2:12][CH:11]([CH:14]3[CH2:19][CH2:18][N:17]([C:20]([O:22][C:23]([CH3:26])([CH3:25])[CH3:24])=[O:21])[CH2:16][CH2:15]3)[CH2:10][CH2:9]2)[CH:3]=1.[CH3:27][S-:28].[Na+]. (4) Given the product [ClH:56].[O:23]1[C:32]2[CH:31]=[C:30]([CH2:33][NH:1][CH2:2][C@@H:3]3[C@H:7]([OH:8])[CH2:6][N:5]([CH2:9][CH2:10][N:11]4[C:20]5[C:15](=[N:16][CH:17]=[C:18]([F:21])[CH:19]=5)[CH:14]=[CH:13][C:12]4=[O:22])[CH2:4]3)[N:29]=[CH:28][C:27]=2[O:26][CH2:25][CH2:24]1, predict the reactants needed to synthesize it. The reactants are: [NH2:1][CH2:2][C@@H:3]1[C@H:7]([OH:8])[CH2:6][N:5]([CH2:9][CH2:10][N:11]2[C:20]3[C:15](=[N:16][CH:17]=[C:18]([F:21])[CH:19]=3)[CH:14]=[CH:13][C:12]2=[O:22])[CH2:4]1.[O:23]1[C:32]2[CH:31]=[C:30]([CH:33]=O)[N:29]=[CH:28][C:27]=2[O:26][CH2:25][CH2:24]1.C(=O)([O-])[O-].[Na+].[Na+].C(O[BH-](OC(=O)C)OC(=O)C)(=O)C.[Na+].C(Cl)[Cl:56]. (5) Given the product [F:14][C:13]([F:16])([F:15])[C:10]([OH:26])=[O:40].[CH3:1][CH:2]([CH3:17])[C@@H:3]([NH:6][C:7]1[CH:12]=[CH:11][C:10]([C:13]([F:14])([F:15])[F:16])=[CH:9][CH:8]=1)[CH2:4][NH:5][C:25](=[O:27])[CH2:24][C:18]1[CH:19]=[CH:20][CH:21]=[CH:22][CH:23]=1, predict the reactants needed to synthesize it. The reactants are: [CH3:1][CH:2]([CH3:17])[C@@H:3]([NH:6][C:7]1[CH:12]=[CH:11][C:10]([C:13]([F:16])([F:15])[F:14])=[CH:9][CH:8]=1)[CH2:4][NH2:5].[C:18]1([CH2:24][C:25]([OH:27])=[O:26])[CH:23]=[CH:22][CH:21]=[CH:20][CH:19]=1.Cl.C(N=C=NCCCN(C)C)C.[OH2:40].ON1C2C=CC=CC=2N=N1.C(N(CC)CC)C. (6) Given the product [C:1]([O:5][C:6](=[O:34])[NH:7][CH:8]1[CH2:13][CH2:12][CH:11]([N:14]([C:41]([C:40]2[S:39][C:38]3[C:44]([F:49])=[CH:45][CH:46]=[C:47]([F:48])[C:37]=3[C:36]=2[Cl:35])=[O:42])[CH2:15][C:16]2[CH:17]=[C:18]([C:24]3[CH:29]=[CH:28][C:27]([S:30]([CH3:33])(=[O:31])=[O:32])=[CH:26][CH:25]=3)[CH:19]=[CH:20][C:21]=2[O:22][CH3:23])[CH2:10][CH2:9]1)([CH3:3])([CH3:4])[CH3:2], predict the reactants needed to synthesize it. The reactants are: [C:1]([O:5][C:6](=[O:34])[NH:7][CH:8]1[CH2:13][CH2:12][CH:11]([NH:14][CH2:15][C:16]2[CH:17]=[C:18]([C:24]3[CH:29]=[CH:28][C:27]([S:30]([CH3:33])(=[O:32])=[O:31])=[CH:26][CH:25]=3)[CH:19]=[CH:20][C:21]=2[O:22][CH3:23])[CH2:10][CH2:9]1)([CH3:4])([CH3:3])[CH3:2].[Cl:35][C:36]1[C:37]2[C:47]([F:48])=[CH:46][CH:45]=[C:44]([F:49])[C:38]=2[S:39][C:40]=1[C:41](Cl)=[O:42]. (7) Given the product [OH:15][CH:11]([C:8]1[S:7][C:6]([CH:2]=[O:1])=[N:10][CH:9]=1)[CH2:12][O:13][CH3:14], predict the reactants needed to synthesize it. The reactants are: [O:1]1CCO[CH:2]1[C:6]1[S:7][C:8]([CH:11]([OH:15])[CH2:12][O:13][CH3:14])=[CH:9][N:10]=1.Cl.C(=O)([O-])O.[Na+].